From a dataset of Catalyst prediction with 721,799 reactions and 888 catalyst types from USPTO. Predict which catalyst facilitates the given reaction. (1) Reactant: [S:1]1[CH:5]=[CH:4][CH:3]=[C:2]1[Mg]Br.[CH3:8][N:9]([CH3:32])[C:10]1(C#N)[CH2:15][CH2:14][CH:13]([CH:16]([O:24][CH:25]([O:27][CH2:28][CH3:29])[CH3:26])[CH2:17][C:18]2[CH:23]=[CH:22][CH:21]=[CH:20][CH:19]=2)[CH2:12][CH2:11]1.O.[Cl-].[NH4+]. Product: [CH2:28]([O:27][CH:25]([O:24][CH:16]([CH:13]1[CH2:14][CH2:15][C:10]([N:9]([CH3:32])[CH3:8])([C:2]2[S:1][CH:5]=[CH:4][CH:3]=2)[CH2:11][CH2:12]1)[CH2:17][C:18]1[CH:19]=[CH:20][CH:21]=[CH:22][CH:23]=1)[CH3:26])[CH3:29]. The catalyst class is: 7. (2) Product: [CH3:1][C@H:2]1[NH:3][CH2:4][CH2:5][N:6]([C:8]2[C:12]3=[N:13][CH:14]=[CH:15][CH:16]=[C:11]3[NH:10][CH:9]=2)[CH2:7]1. The catalyst class is: 7. Reactant: [CH3:1][C@@H:2]1[CH2:7][N:6]([C:8]2[C:12]3=[N:13][CH:14]=[CH:15][CH:16]=[C:11]3[NH:10][CH:9]=2)[CH2:5][CH2:4][N:3]1C(OC(C)(C)C)=O.[H-].[Al+3].[Li+].[H-].[H-].[H-].C[C@H]1NC(=O)CN(C2C3=NC=CC=C3NC=2)C1=O. (3) Reactant: C[Si](Cl)(C)C.[I-].[Na+].C[O:9][C:10]1[C:15]([C:16](=[O:21])[CH:17]=[C:18]([CH3:20])[CH3:19])=[CH:14][CH:13]=[CH:12][N:11]=1.O. Product: [CH3:19][C:18]1([CH3:20])[O:9][C:10]2=[N:11][CH:12]=[CH:13][CH:14]=[C:15]2[C:16](=[O:21])[CH2:17]1. The catalyst class is: 10. (4) Reactant: [CH2:1]([NH2:10])[CH2:2][N:3]([CH2:7][CH2:8][NH2:9])[CH2:4][CH2:5][NH2:6].[C:11]1(=[O:17])[O:16][C:14](=[O:15])[CH2:13][CH2:12]1.Cl.CN(CCCN=C=NCC)C. Product: [CH2:1]([NH2:10])[CH2:2][N:3]([CH2:7][CH2:8][NH2:9])[CH2:4][CH2:5][NH2:6].[C:14]1(=[O:15])[O:16][C:11](=[O:17])[CH2:12][CH2:13]1. The catalyst class is: 6.